Task: Predict the reactants needed to synthesize the given product.. Dataset: Full USPTO retrosynthesis dataset with 1.9M reactions from patents (1976-2016) (1) Given the product [Cl:1][C:2]1[CH:7]=[CH:6][C:5]([C@@:8]2([CH3:37])[C@:12]([C:14]3[CH:19]=[CH:18][C:17]([Cl:20])=[CH:16][CH:15]=3)([CH3:13])[N:11]([C:21]([N:41]3[CH2:42][CH2:43][NH:38][C:39](=[O:44])[CH2:40]3)=[O:22])[C:10]([C:24]3[CH:29]=[CH:28][C:27]([C:30]([F:31])([F:32])[F:33])=[CH:26][C:25]=3[O:34][CH2:35][CH3:36])=[N:9]2)=[CH:4][CH:3]=1, predict the reactants needed to synthesize it. The reactants are: [Cl:1][C:2]1[CH:7]=[CH:6][C:5]([C:8]2([CH3:37])[C:12]([C:14]3[CH:19]=[CH:18][C:17]([Cl:20])=[CH:16][CH:15]=3)([CH3:13])[N:11]([C:21](Cl)=[O:22])[C:10]([C:24]3[CH:29]=[CH:28][C:27]([C:30]([F:33])([F:32])[F:31])=[CH:26][C:25]=3[O:34][CH2:35][CH3:36])=[N:9]2)=[CH:4][CH:3]=1.[NH:38]1[CH2:43][CH2:42][NH:41][CH2:40][C:39]1=[O:44]. (2) Given the product [NH2:1][C:2]1[N:3]=[CH:4][C:5]([C:12]([O:14][CH3:15])=[O:13])=[N:6][C:7]=1[CH2:8][CH:9]([CH3:11])[CH3:10], predict the reactants needed to synthesize it. The reactants are: [NH2:1][C:2]1[N:3]=[CH:4][C:5]([C:12]([O:14][CH3:15])=[O:13])=[N:6][C:7]=1[CH:8]=[C:9]([CH3:11])[CH3:10]. (3) Given the product [CH3:30][O:31][C:24]1[CH:23]=[CH:22][CH:21]=[CH:20][C:19]=1[CH:17]([N:11]1[CH2:12][CH2:13][CH:9]([NH2:8])[CH2:10]1)[CH3:16], predict the reactants needed to synthesize it. The reactants are: C(OC([NH:8][CH:9]1[CH2:13][CH2:12][NH:11][CH2:10]1)=O)(C)(C)C.CO[CH2:16][C:17]([C:19]1[CH:24]=[CH:23][CH:22]=[CH:21][CH:20]=1)=O.C([BH3-])#N.[Na+].Cl.[C:30](=O)([O-])[O-:31].[K+].[K+]. (4) Given the product [Cl:1][C:2]1[CH:10]=[C:9]2[C:5]([C:6]([Sn:23]([CH2:25][CH2:26][CH2:27][CH3:28])([CH2:29][CH2:30][CH2:31][CH3:32])[CH2:19][CH2:20][CH2:21][CH3:22])=[N:7][N:8]2[CH2:11][CH3:12])=[CH:4][CH:3]=1, predict the reactants needed to synthesize it. The reactants are: [Cl:1][C:2]1[CH:10]=[C:9]2[C:5]([C:6](I)=[N:7][N:8]2[CH2:11][CH3:12])=[CH:4][CH:3]=1.C([Mg]Cl)(C)C.[CH2:19]([Sn:23]([CH2:29][CH2:30][CH2:31][CH3:32])([CH2:25][CH2:26][CH2:27][CH3:28])Cl)[CH2:20][CH2:21][CH3:22]. (5) Given the product [CH3:18][O:19][C:20](=[O:30])[C:21]([OH:29])([C:22](=[O:23])[NH:1][C@@H:2]1[C:8](=[O:9])[NH:7][C:6]2[CH:10]=[CH:11][CH:12]=[CH:13][C:5]=2[C:4]2[CH:14]=[CH:15][CH:16]=[CH:17][C:3]1=2)[CH2:25][CH:26]([CH3:28])[CH3:27], predict the reactants needed to synthesize it. The reactants are: [NH2:1][C@@H:2]1[C:8](=[O:9])[NH:7][C:6]2[CH:10]=[CH:11][CH:12]=[CH:13][C:5]=2[C:4]2[CH:14]=[CH:15][CH:16]=[CH:17][C:3]1=2.[CH3:18][O:19][C:20](=[O:30])[C:21]([OH:29])([CH2:25][CH:26]([CH3:28])[CH3:27])[C:22](O)=[O:23].O.ON1C2C=CC=CC=2N=N1.C(N(C(C)C)CC)(C)C.Cl.CN(C)CCCN=C=NCC. (6) Given the product [F:10][C:7]1[CH:8]=[CH:9][C:2]2[S:13][C:14]([C:15]([O:17][CH3:18])=[O:16])=[CH:4][C:3]=2[CH:6]=1, predict the reactants needed to synthesize it. The reactants are: F[C:2]1[CH:9]=[CH:8][C:7]([F:10])=[CH:6][C:3]=1[CH:4]=O.[H-].[Na+].[SH:13][CH2:14][C:15]([O:17][CH3:18])=[O:16].